From a dataset of Catalyst prediction with 721,799 reactions and 888 catalyst types from USPTO. Predict which catalyst facilitates the given reaction. Reactant: [Cl:1][C:2]1[CH:3]=[C:4]([CH:28]=[CH:29][C:30]=1[O:31][CH3:32])[CH2:5][NH:6][C:7]1[C:8]2[N:23]([CH3:24])[N:22]=[C:21]([CH2:25][CH2:26][CH3:27])[C:9]=2[N:10]=[C:11]([CH2:13][O:14][CH2:15][C:16]([O:18]CC)=[O:17])[N:12]=1.[OH-].[Na+].Cl. Product: [Cl:1][C:2]1[CH:3]=[C:4]([CH:28]=[CH:29][C:30]=1[O:31][CH3:32])[CH2:5][NH:6][C:7]1[C:8]2[N:23]([CH3:24])[N:22]=[C:21]([CH2:25][CH2:26][CH3:27])[C:9]=2[N:10]=[C:11]([CH2:13][O:14][CH2:15][C:16]([OH:18])=[O:17])[N:12]=1. The catalyst class is: 7.